This data is from Full USPTO retrosynthesis dataset with 1.9M reactions from patents (1976-2016). The task is: Predict the reactants needed to synthesize the given product. (1) Given the product [CH2:31]([O:33][C:34]([CH:36]1[CH2:37][CH:38]2[N:29]([CH2:28][C:27]([O:26][CH2:24][CH3:25])=[O:30])[CH:41]([CH2:14][C:15](=[O:16])[CH2:17]2)[CH2:40]1)=[O:35])[CH3:32], predict the reactants needed to synthesize it. The reactants are: C(O)(=O)C1C(=CC=CC=1)C([O-])=O.[K+].[CH2:14](C(O)=O)[C:15]([CH2:17]C(O)=O)=[O:16].[CH2:24]([O:26][C:27](=[O:30])[CH2:28][NH2:29])[CH3:25].[CH2:31]([O:33][C:34]([CH:36]([CH2:40][CH:41]=O)[CH2:37][CH:38]=O)=[O:35])[CH3:32].C(=O)([O-])[O-].[K+].[K+]. (2) Given the product [NH2:41][C:42]1[C:47]2[N:48]=[C:49]([S:64][C:65]3[CH:66]=[C:67]([O:71][CH3:70])[CH:68]=[CH:72][C:73]=3[I:74])[N:50]([CH2:51][CH2:52][N:53]3[C:54](=[O:63])[C:55]4[C:60](=[CH:59][CH:58]=[CH:57][CH:56]=4)[C:61]3=[O:62])[C:46]=2[CH:45]=[CH:44][N:43]=1, predict the reactants needed to synthesize it. The reactants are: IC1C=CC(OC)=CC=1SC1NC2C=CN=C(N)C=2N=1.BrCCN1C(=O)C2C(=CC=CC=2)C1=O.C([O-])([O-])=O.[Cs+].[Cs+].[NH2:41][C:42]1[C:47]2[N:48]=[C:49]([S:64][C:65]3[C:73]([I:74])=[CH:72][C:68]4O[CH2:70][O:71][C:67]=4[CH:66]=3)[N:50]([CH2:51][CH2:52][N:53]3[C:61](=[O:62])[C:60]4[C:55](=[CH:56][CH:57]=[CH:58][CH:59]=4)[C:54]3=[O:63])[C:46]=2[CH:45]=[CH:44][N:43]=1. (3) Given the product [CH2:32]([N:1]1[CH:5]=[C:4]([CH2:6][CH2:7][N:8]2[CH:9]([C:21]3[C:26]([CH3:27])=[CH:25][CH:24]=[CH:23][N:22]=3)[CH2:10][CH2:11][CH2:12][CH:13]2[C:14]2[C:19]([CH3:20])=[CH:18][CH:17]=[CH:16][N:15]=2)[N:3]=[CH:2]1)[CH:31]=[CH2:30], predict the reactants needed to synthesize it. The reactants are: [N:1]1[CH:5]=[C:4]([CH2:6][CH2:7][N:8]2[CH:13]([C:14]3[C:19]([CH3:20])=[CH:18][CH:17]=[CH:16][N:15]=3)[CH2:12][CH2:11][CH2:10][CH:9]2[C:21]2[C:26]([CH3:27])=[CH:25][CH:24]=[CH:23][N:22]=2)[NH:3][CH:2]=1.[H-].[Na+].[CH2:30](Br)[CH:31]=[CH2:32]. (4) Given the product [S:1]1[C:5]2[CH:6]=[CH:7][CH:8]=[CH:9][C:4]=2[N:3]=[C:2]1[C:10]1[CH:11]=[CH:12][C:13]([Cl:17])=[C:14]([NH:16][C:20]2[S:21]/[C:22](=[CH:26]\[C:27]3[CH:28]=[C:29]4[C:34](=[CH:35][CH:36]=3)[N:33]=[CH:32][CH:31]=[CH:30]4)/[C:23](=[O:25])[N:24]=2)[CH:15]=1, predict the reactants needed to synthesize it. The reactants are: [S:1]1[C:5]2[CH:6]=[CH:7][CH:8]=[CH:9][C:4]=2[N:3]=[C:2]1[C:10]1[CH:11]=[CH:12][C:13]([Cl:17])=[C:14]([NH2:16])[CH:15]=1.CS[C:20]1[S:21]/[C:22](=[CH:26]\[C:27]2[CH:28]=[C:29]3[C:34](=[CH:35][CH:36]=2)[N:33]=[CH:32][CH:31]=[CH:30]3)/[C:23](=[O:25])[N:24]=1.C(O)C. (5) Given the product [C:1]([NH:8][C@@H:7]1[C@@H:9]([OH:10])[C@H:11]([OH:12])[C@@H:13]([CH2:15][OH:16])[O:14][CH:6]1[OH:5])(=[O:2])[CH3:17], predict the reactants needed to synthesize it. The reactants are: [CH3:1][O-:2].[Na+].Cl.[OH:5][CH:6]1[O:14][C@H:13]([CH2:15][OH:16])[C@@H:11]([OH:12])[C@H:9]([OH:10])[C@H:7]1[NH2:8].[CH3:17]O. (6) Given the product [CH2:10]([O:12][C:13](=[O:22])[CH2:14][CH2:15][CH2:16][CH2:17][CH2:18][NH:19][C:20]([NH:52][C:49]1[CH:50]=[CH:51][C:46]([C:42]2[CH:43]=[CH:44][CH:45]=[C:40]([S:37]([C:35]3[CH:36]=[C:32]([C:30]([NH:29][C:28]([O:27][C:23]([CH3:24])([CH3:25])[CH3:26])=[O:56])=[NH:31])[S:33][C:34]=3[S:54][CH3:55])(=[O:39])=[O:38])[CH:41]=2)=[C:47]([CH3:53])[CH:48]=1)=[O:21])[CH3:11], predict the reactants needed to synthesize it. The reactants are: C(N(C(C)C)CC)(C)C.[CH2:10]([O:12][C:13](=[O:22])[CH2:14][CH2:15][CH2:16][CH2:17][CH2:18][N:19]=[C:20]=[O:21])[CH3:11].[C:23]([O:27][C:28](=[O:56])[NH:29][C:30]([C:32]1[S:33][C:34]([S:54][CH3:55])=[C:35]([S:37]([C:40]2[CH:41]=[C:42]([C:46]3[CH:51]=[CH:50][C:49]([NH2:52])=[CH:48][C:47]=3[CH3:53])[CH:43]=[CH:44][CH:45]=2)(=[O:39])=[O:38])[CH:36]=1)=[NH:31])([CH3:26])([CH3:25])[CH3:24].